Dataset: Full USPTO retrosynthesis dataset with 1.9M reactions from patents (1976-2016). Task: Predict the reactants needed to synthesize the given product. (1) Given the product [CH:1]1([NH:4][S:5]([C:8]2[CH:13]=[C:12]([O:14][C:15]3[C:16]([Cl:30])=[CH:17][C:18]([CH2:22][CH:23]4[S:27][C:26](=[O:28])[NH:25][C:24]4=[O:29])=[CH:19][C:20]=3[Cl:21])[CH:11]=[CH:10][C:9]=2[OH:31])(=[O:6])=[O:7])[CH2:2][CH2:3]1, predict the reactants needed to synthesize it. The reactants are: [CH:1]1([NH:4][S:5]([C:8]2[CH:13]=[C:12]([O:14][C:15]3[C:20]([Cl:21])=[CH:19][C:18]([CH2:22][CH:23]4[S:27][C:26](=[O:28])[NH:25][C:24]4=[O:29])=[CH:17][C:16]=3[Cl:30])[CH:11]=[CH:10][C:9]=2[O:31]C)(=[O:7])=[O:6])[CH2:3][CH2:2]1.B(Br)(Br)Br. (2) The reactants are: [C:1]([NH:4][C@@H:5]([C:10](O)=O)[CH2:6][CH:7](C)C)(=O)C.C[CH2:14][O:15][C:16]([CH3:18])=[O:17]. Given the product [CH4:1].[CH3:10][C@@H:5]1[NH:4][CH2:1][C@H:18]([C:16]([O:15][CH3:14])=[O:17])[CH2:7][CH2:6]1, predict the reactants needed to synthesize it. (3) The reactants are: [OH:1][CH2:2][C:3]([CH3:8])([CH3:7])[CH2:4][C:5]#[N:6].[OH-].[NH4+].[H][H].[C:13](O[C:13]([O:15][C:16]([CH3:19])([CH3:18])[CH3:17])=[O:14])([O:15][C:16]([CH3:19])([CH3:18])[CH3:17])=[O:14]. Given the product [C:16]([O:15][C:13]([NH:6][CH2:5][CH2:4][C:3]([CH3:8])([CH3:7])[CH2:2][OH:1])=[O:14])([CH3:19])([CH3:18])[CH3:17], predict the reactants needed to synthesize it. (4) The reactants are: [Br:1][C:2]1[CH:3]=[C:4]([CH:8]=[C:9]([O:11][CH3:12])[CH:10]=1)[C:5]([OH:7])=[O:6].[CH3:13]N(C=O)C.C(Cl)(=O)C.CO. Given the product [Br:1][C:2]1[CH:3]=[C:4]([CH:8]=[C:9]([O:11][CH3:12])[CH:10]=1)[C:5]([O:7][CH3:13])=[O:6], predict the reactants needed to synthesize it. (5) The reactants are: [Br:1][CH2:2][CH2:3][NH:4][S:5]([C:7]([CH3:10])([CH3:9])[CH3:8])=[O:6].C1C=C(Cl)C=C(C(OO)=[O:19])C=1. Given the product [Br:1][CH2:2][CH2:3][NH:4][S:5]([C:7]([CH3:10])([CH3:9])[CH3:8])(=[O:19])=[O:6], predict the reactants needed to synthesize it. (6) Given the product [CH3:22][C:23]([NH:24][C:14]([C:12]1[CH:11]=[CH:10][C:9]([CH:17]2[CH2:21][CH2:20][CH2:19][O:18]2)=[C:8]([C:4]2[CH:5]=[CH:6][CH:7]=[C:2]([Cl:1])[CH:3]=2)[N:13]=1)=[O:16])([C:25]1[S:26][CH:27]=[CH:28][N:29]=1)[CH3:30], predict the reactants needed to synthesize it. The reactants are: [Cl:1][C:2]1[CH:3]=[C:4]([C:8]2[N:13]=[C:12]([C:14]([OH:16])=O)[CH:11]=[CH:10][C:9]=2[CH:17]2[CH2:21][CH2:20][CH2:19][O:18]2)[CH:5]=[CH:6][CH:7]=1.[CH3:22][C:23]([CH3:30])([C:25]1[S:26][CH:27]=[CH:28][N:29]=1)[NH2:24]. (7) Given the product [OH:1][C:2]1[CH:9]=[CH:8][C:5]([CH:6]2[C:17]([C:18]3[CH:23]=[CH:22][CH:21]=[CH:20][CH:19]=3)=[C:16]([C:10]3[CH:15]=[CH:14][CH:13]=[CH:12][CH:11]=3)[NH:28][C:26](=[O:27])[NH:25]2)=[CH:4][CH:3]=1, predict the reactants needed to synthesize it. The reactants are: [OH:1][C:2]1[CH:9]=[CH:8][C:5]([CH:6]=O)=[CH:4][CH:3]=1.[C:10]1([C:16](=O)[CH2:17][C:18]2[CH:23]=[CH:22][CH:21]=[CH:20][CH:19]=2)[CH:15]=[CH:14][CH:13]=[CH:12][CH:11]=1.[NH2:25][C:26]([NH2:28])=[O:27].